This data is from Full USPTO retrosynthesis dataset with 1.9M reactions from patents (1976-2016). The task is: Predict the reactants needed to synthesize the given product. Given the product [OH:28][CH2:27][C:26]([N:25]([CH2:24][CH2:23][O:22][CH3:21])[C:12]([C:10]1[CH:9]=[CH:8][C:7]([N:15]2[CH2:18][C:17]([F:20])([F:19])[CH2:16]2)=[C:6]([O:5][CH2:4][CH:1]2[CH2:2][CH2:3]2)[N:11]=1)=[O:14])([CH3:30])[CH3:29], predict the reactants needed to synthesize it. The reactants are: [CH:1]1([CH2:4][O:5][C:6]2[N:11]=[C:10]([C:12]([OH:14])=O)[CH:9]=[CH:8][C:7]=2[N:15]2[CH2:18][C:17]([F:20])([F:19])[CH2:16]2)[CH2:3][CH2:2]1.[CH3:21][O:22][CH2:23][CH2:24][NH:25][C:26]([CH3:30])([CH3:29])[CH2:27][OH:28].CN(C(ON1N=NC2C=CC=CC1=2)=[N+](C)C)C.[B-](F)(F)(F)F.CCN(C(C)C)C(C)C.